This data is from Catalyst prediction with 721,799 reactions and 888 catalyst types from USPTO. The task is: Predict which catalyst facilitates the given reaction. (1) Reactant: [N+:1]([C:4]1[CH:11]=[CH:10][C:7]([CH2:8][Br:9])=[CH:6][CH:5]=1)([O-:3])=[O:2].[CH:12]([Mg]Cl)([CH3:14])[CH3:13].C(C1C(=O)C(Cl)=C(Cl)C(=O)C=1C#N)#N. Product: [CH:12]([C:5]1[CH:6]=[C:7]([CH:10]=[CH:11][C:4]=1[N+:1]([O-:3])=[O:2])[CH2:8][Br:9])([CH3:14])[CH3:13]. The catalyst class is: 6. (2) Reactant: [CH2:1]([O:3][C:4]1[CH:9]=[CH:8][C:7]([N:10]2[C:15](=[O:16])[C:14]3[CH:17]=[CH:18][CH:19]=[N:20][C:13]=3[N:12]=[C:11]2[C@H:21]([N:23]([CH2:38][CH2:39][C:40](=O)[CH3:41])[C:24](=[O:37])[CH2:25][C:26]2[CH:31]=[CH:30][C:29]([F:32])=[C:28]([C:33]([F:36])([F:35])[F:34])[CH:27]=2)[CH3:22])=[CH:6][CH:5]=1)[CH3:2].[CH:43]1([NH2:47])[CH2:46][CH2:45][CH2:44]1.C(O[BH-](OC(=O)C)OC(=O)C)(=O)C.[Na+]. The catalyst class is: 576. Product: [CH:43]1([NH:47][CH:40]([CH3:41])[CH2:39][CH2:38][N:23]([C@@H:21]([C:11]2[N:10]([C:7]3[CH:8]=[CH:9][C:4]([O:3][CH2:1][CH3:2])=[CH:5][CH:6]=3)[C:15](=[O:16])[C:14]3[CH:17]=[CH:18][CH:19]=[N:20][C:13]=3[N:12]=2)[CH3:22])[C:24](=[O:37])[CH2:25][C:26]2[CH:31]=[CH:30][C:29]([F:32])=[C:28]([C:33]([F:35])([F:36])[F:34])[CH:27]=2)[CH2:46][CH2:45][CH2:44]1.